This data is from Forward reaction prediction with 1.9M reactions from USPTO patents (1976-2016). The task is: Predict the product of the given reaction. Given the reactants [F:1][C:2]1[C:3]([N+:14]([O-:16])=[O:15])=[C:4]([CH:7]=[C:8]([O:12][CH3:13])[C:9]=1[O:10][CH3:11])[CH:5]=[O:6].[O-:17][Mn](=O)(=O)=O.[K+], predict the reaction product. The product is: [F:1][C:2]1[C:3]([N+:14]([O-:16])=[O:15])=[C:4]([CH:7]=[C:8]([O:12][CH3:13])[C:9]=1[O:10][CH3:11])[C:5]([OH:17])=[O:6].